Dataset: Forward reaction prediction with 1.9M reactions from USPTO patents (1976-2016). Task: Predict the product of the given reaction. Given the reactants [CH3:1][O:2][C:3]([C:5]1[O:9][N:8]=[C:7]([OH:10])[CH:6]=1)=[O:4].[C:11]([O-])([O-])=O.[K+].[K+].CI, predict the reaction product. The product is: [CH3:1][O:2][C:3]([C:5]1[O:9][N:8]([CH3:11])[C:7](=[O:10])[CH:6]=1)=[O:4].